Regression. Given two drug SMILES strings and cell line genomic features, predict the synergy score measuring deviation from expected non-interaction effect. From a dataset of NCI-60 drug combinations with 297,098 pairs across 59 cell lines. Drug 1: C1CN(CCN1C(=O)CCBr)C(=O)CCBr. Drug 2: CC1=C(C(=O)C2=C(C1=O)N3CC4C(C3(C2COC(=O)N)OC)N4)N. Cell line: DU-145. Synergy scores: CSS=56.1, Synergy_ZIP=-0.747, Synergy_Bliss=-1.05, Synergy_Loewe=-8.62, Synergy_HSA=1.95.